This data is from Peptide-MHC class I binding affinity with 185,985 pairs from IEDB/IMGT. The task is: Regression. Given a peptide amino acid sequence and an MHC pseudo amino acid sequence, predict their binding affinity value. This is MHC class I binding data. (1) The peptide sequence is RVIQLSRKTF. The MHC is HLA-B15:01 with pseudo-sequence HLA-B15:01. The binding affinity (normalized) is 0.648. (2) The peptide sequence is MPSMKRFRRE. The MHC is HLA-B35:01 with pseudo-sequence HLA-B35:01. The binding affinity (normalized) is 0.0445. (3) The peptide sequence is LQIPFAMQM. The MHC is HLA-B58:01 with pseudo-sequence HLA-B58:01. The binding affinity (normalized) is 0.363. (4) The binding affinity (normalized) is 0.0847. The peptide sequence is WPAGRLVEA. The MHC is HLA-B08:02 with pseudo-sequence HLA-B08:02. (5) The peptide sequence is EEMNLPGRW. The MHC is HLA-A02:03 with pseudo-sequence HLA-A02:03. The binding affinity (normalized) is 0.0144.